Dataset: Forward reaction prediction with 1.9M reactions from USPTO patents (1976-2016). Task: Predict the product of the given reaction. (1) Given the reactants C([O:8][CH2:9][CH:10]1[C:15]([C:16]2[C:17]3[N:18]([N:24]=[C:25]([C:27]([F:30])([F:29])[F:28])[CH:26]=3)[C:19]([O:22][CH3:23])=[CH:20][CH:21]=2)=[N:14][NH:13][C:12](=[O:31])[CH2:11]1)C1C=CC=CC=1.[H][H], predict the reaction product. The product is: [OH:8][CH2:9][CH:10]1[C:15]([C:16]2[C:17]3[N:18]([N:24]=[C:25]([C:27]([F:30])([F:29])[F:28])[CH:26]=3)[C:19]([O:22][CH3:23])=[CH:20][CH:21]=2)=[N:14][NH:13][C:12](=[O:31])[CH2:11]1. (2) Given the reactants [C:1]([C:4]1[CH:5]=[N:6][C:7]2[C:12]([C:13]=1[NH:14][C:15]1[CH:16]=[CH:17][C:18]([N:21]3[CH2:26][CH2:25][CH2:24][C@@H:23]([NH:27][C:28](=[O:34])[O:29][C:30]([CH3:33])([CH3:32])[CH3:31])[CH2:22]3)=[N:19][CH:20]=1)=[N:11][C:10](Cl)=[CH:9][CH:8]=2)(=[O:3])[CH3:2].[Cl:36][C:37]1[CH:42]=[C:41](B2OC(C)(C)C(C)(C)O2)[CH:40]=[C:39]([Cl:52])[C:38]=1[OH:53], predict the reaction product. The product is: [C:1]([C:4]1[CH:5]=[N:6][C:7]2[C:12]([C:13]=1[NH:14][C:15]1[CH:16]=[CH:17][C:18]([N:21]3[CH2:26][CH2:25][CH2:24][C@@H:23]([NH:27][C:28](=[O:34])[O:29][C:30]([CH3:33])([CH3:32])[CH3:31])[CH2:22]3)=[N:19][CH:20]=1)=[N:11][C:10]([C:41]1[CH:40]=[C:39]([Cl:52])[C:38]([OH:53])=[C:37]([Cl:36])[CH:42]=1)=[CH:9][CH:8]=2)(=[O:3])[CH3:2].